This data is from Catalyst prediction with 721,799 reactions and 888 catalyst types from USPTO. The task is: Predict which catalyst facilitates the given reaction. (1) Reactant: [CH2:1]([O:3][C:4]1[CH:35]=[C:34]([F:36])[C:7]([CH2:8][N:9]2[C:17]3[C:12](=[CH:13][CH:14]=[CH:15][CH:16]=3)[C:11]([C:18]3[CH:23]=[C:22]([NH:24][C:25]4[CH:26]=[N:27][N:28](COCC)[CH:29]=4)[CH:21]=[CH:20][N:19]=3)=[N:10]2)=[C:6]([F:37])[CH:5]=1)[CH3:2].C(O)(=O)C.Cl. Product: [CH2:1]([O:3][C:4]1[CH:35]=[C:34]([F:36])[C:7]([CH2:8][N:9]2[C:17]3[C:12](=[CH:13][CH:14]=[CH:15][CH:16]=3)[C:11]([C:18]3[CH:23]=[C:22]([NH:24][C:25]4[CH:26]=[N:27][NH:28][CH:29]=4)[CH:21]=[CH:20][N:19]=3)=[N:10]2)=[C:6]([F:37])[CH:5]=1)[CH3:2]. The catalyst class is: 6. (2) The catalyst class is: 158. Reactant: C(N(C(C)C)CC)(C)C.Cl.[CH3:11][S:12]([C:15]1[CH:20]=[CH:19][C:18]([C:21]2[CH:26]=[CH:25][C:24]([O:27][CH2:28][CH:29]3[CH2:34][CH2:33][NH:32][CH2:31][CH2:30]3)=[CH:23][CH:22]=2)=[CH:17][CH:16]=1)(=[O:14])=[O:13].Cl[C:36]([O:38][CH:39]([CH3:41])[CH3:40])=[O:37]. Product: [CH3:11][S:12]([C:15]1[CH:16]=[CH:17][C:18]([C:21]2[CH:26]=[CH:25][C:24]([O:27][CH2:28][CH:29]3[CH2:34][CH2:33][N:32]([C:36]([O:38][CH:39]([CH3:41])[CH3:40])=[O:37])[CH2:31][CH2:30]3)=[CH:23][CH:22]=2)=[CH:19][CH:20]=1)(=[O:14])=[O:13]. (3) Reactant: [CH2:1]([O:3][C:4]([O:6][C:7]1[CH:8]=[C:9]([CH2:19][C@H:20]([NH:36]C(OC(C)(C)C)=O)[C:21]([O:23][C@H:24]([CH3:35])[CH2:25][O:26][C:27]([C:29]2[CH:34]=[CH:33][CH:32]=[CH:31][CH:30]=2)=[O:28])=[O:22])[CH:10]=[CH:11][C:12]=1[O:13][C:14]([O:16][CH2:17][CH3:18])=[O:15])=[O:5])[CH3:2].[ClH:44]. Product: [ClH:44].[NH2:36][C@@H:20]([CH2:19][C:9]1[CH:10]=[CH:11][C:12]([O:13][C:14]([O:16][CH2:17][CH3:18])=[O:15])=[C:7]([O:6][C:4]([O:3][CH2:1][CH3:2])=[O:5])[CH:8]=1)[C:21]([O:23][C@H:24]([CH3:35])[CH2:25][O:26][C:27]([C:29]1[CH:34]=[CH:33][CH:32]=[CH:31][CH:30]=1)=[O:28])=[O:22]. The catalyst class is: 12. (4) Reactant: [Cl-].[CH3:2][O:3][CH2:4]P(C1C=CC=CC=1)(C1C=CC=CC=1)C1C=CC=CC=1.C[Si]([N-][Si](C)(C)C)(C)C.[Na+].[CH3:34][C@@H:35]1[CH2:40][C:39](=O)[CH2:38][C@H:37]([CH3:42])[O:36]1. Product: [CH3:2][O:3][CH:4]=[C:39]1[CH2:40][C@H:35]([CH3:34])[O:36][C@H:37]([CH3:42])[CH2:38]1. The catalyst class is: 30. (5) Reactant: C(OC([N:11]1[CH2:15][C@H:14]([F:16])[C@H:13]([F:17])[C@H:12]1[C:18]([OH:20])=[O:19])=O)C1C=CC=CC=1.[OH-].[Na+].[CH3:35][C:34]([O:33][C:31](O[C:31]([O:33][C:34]([CH3:37])([CH3:36])[CH3:35])=[O:32])=[O:32])([CH3:37])[CH3:36]. Product: [C:34]([O:33][C:31]([N:11]1[CH2:15][C@H:14]([F:16])[C@H:13]([F:17])[C@H:12]1[C:18]([OH:20])=[O:19])=[O:32])([CH3:35])([CH3:36])[CH3:37]. The catalyst class is: 19.